Dataset: Catalyst prediction with 721,799 reactions and 888 catalyst types from USPTO. Task: Predict which catalyst facilitates the given reaction. (1) Reactant: C[O-].[Na+].C(O[C:7](=[O:19])[CH:8]([O:16][CH2:17][CH3:18])[C:9](=O)[C:10]([O:12][CH2:13]C)=[O:11])C.Cl.[Cl:21][C:22]1[CH:30]=[CH:29][C:25]([C:26]([NH2:28])=[NH:27])=[C:24]([F:31])[C:23]=1[O:32][CH3:33].Cl. Product: [CH3:13][O:12][C:10]([C:9]1[C:8]([O:16][CH2:17][CH3:18])=[C:7]([OH:19])[N:27]=[C:26]([C:25]2[CH:29]=[CH:30][C:22]([Cl:21])=[C:23]([O:32][CH3:33])[C:24]=2[F:31])[N:28]=1)=[O:11]. The catalyst class is: 5. (2) Reactant: [Br:1][C:2]1[CH:7]=[CH:6][C:5]([CH2:8][OH:9])=[CH:4][C:3]=1[F:10].[CH3:11][S:12](Cl)(=[O:14])=[O:13].C(N(CC)CC)C. Product: [CH3:11][S:12]([O:9][CH2:8][C:5]1[CH:6]=[CH:7][C:2]([Br:1])=[C:3]([F:10])[CH:4]=1)(=[O:14])=[O:13]. The catalyst class is: 2. (3) Reactant: C1(P(C2C=CC=CC=2)C2C=CC=CC=2)C=CC=CC=1.[C:20]([Br:24])(Br)(Br)Br.OC[CH2:27][C:28]1[CH:33]=[CH:32][CH:31]=[CH:30][C:29]=1[N+:34]([O-:36])=[O:35]. Product: [Br:24][CH2:20][CH2:27][C:28]1[CH:33]=[CH:32][CH:31]=[CH:30][C:29]=1[N+:34]([O-:36])=[O:35]. The catalyst class is: 2. (4) Reactant: N(OC(C)(C)C)=O.[CH2:8]([O:10][C:11]([C:13]1[CH:14]=[N:15][N:16]([CH2:19][CH2:20][O:21][CH2:22][CH2:23][O:24][CH3:25])[C:17]=1N)=[O:12])[CH3:9].[ClH:26]. Product: [CH2:8]([O:10][C:11]([C:13]1[CH:14]=[N:15][N:16]([CH2:19][CH2:20][O:21][CH2:22][CH2:23][O:24][CH3:25])[C:17]=1[Cl:26])=[O:12])[CH3:9]. The catalyst class is: 10. (5) Reactant: Cl.[C:2]([C@@H:4]1[CH2:8][NH:7][C@H:6]([C:9]2[NH:10][C:11]([C:14]3[CH:19]=[CH:18][C:17]([C:20]4[CH:25]=[CH:24][C:23]([C:26]5[NH:30][C:29]([C@@H:31]6[CH2:43][N:41]7[C:42]8[CH:34]([C@@H:35]([NH:44][C:45](=[O:48])[O:46][CH3:47])[CH2:36][CH2:37][C:38]=8[CH:39]=[CH:40]7)[C:33](=[O:49])[CH2:32]6)=[N:28][CH:27]=5)=[CH:22][CH:21]=4)=[CH:16][CH:15]=3)=[CH:12][N:13]=2)[CH2:5]1)#[N:3].[CH3:50][O:51][C:52]([NH:54][C@@H:55]([CH:59]([CH3:61])[CH3:60])[C:56](O)=[O:57])=[O:53].CCCP(=O)=O.CCN(C(C)C)C(C)C. Product: [CH3:47][O:46][C:45](=[O:48])[NH:44][C@@H:35]1[CH:34]2[C:33](=[O:49])[CH2:32][C@H:31]([C:29]3[NH:30][C:26]([C:23]4[CH:24]=[CH:25][C:20]([C:17]5[CH:16]=[CH:15][C:14]([C:11]6[NH:10][C:9]([C@@H:6]7[CH2:5][C@H:4]([C:2]#[N:3])[CH2:8][N:7]7[C:56](=[O:57])[C@@H:55]([NH:54][C:52]([O:51][CH3:50])=[O:53])[CH:59]([CH3:61])[CH3:60])=[N:13][CH:12]=6)=[CH:19][CH:18]=5)=[CH:21][CH:22]=4)=[CH:27][N:28]=3)[CH2:43][N:41]3[C:42]2=[C:38]([CH:39]=[CH:40]3)[CH2:37][CH2:36]1. The catalyst class is: 3. (6) Reactant: [OH-].[Na+].C[O:4][C:5](=[O:44])[CH2:6][C:7]1[CH:12]=[CH:11][C:10]([C:13]2[CH:18]=[CH:17][C:16]([C:19]([CH2:41][CH3:42])([C:22]3[CH:27]=[CH:26][C:25]([CH2:28][CH2:29][C:30]([OH:39])([C:35]([F:38])([F:37])[F:36])[C:31]([F:34])([F:33])[F:32])=[C:24]([CH3:40])[CH:23]=3)[CH2:20][CH3:21])=[CH:15][C:14]=2[CH3:43])=[CH:9][CH:8]=1.[Cl-].[NH4+]. Product: [CH2:20]([C:19]([C:16]1[CH:17]=[CH:18][C:13]([C:10]2[CH:9]=[CH:8][C:7]([CH2:6][C:5]([OH:44])=[O:4])=[CH:12][CH:11]=2)=[C:14]([CH3:43])[CH:15]=1)([C:22]1[CH:27]=[CH:26][C:25]([CH2:28][CH2:29][C:30]([OH:39])([C:35]([F:38])([F:36])[F:37])[C:31]([F:34])([F:33])[F:32])=[C:24]([CH3:40])[CH:23]=1)[CH2:41][CH3:42])[CH3:21]. The catalyst class is: 111.